Dataset: Reaction yield outcomes from USPTO patents with 853,638 reactions. Task: Predict the reaction yield, written as a fraction of the theoretical maximum amount of product (1.0 means a 100% yield; for example, 0.34 means a 34% yield). (1) The reactants are [CH3:1][C:2]1[CH:8]=[CH:7][C:6]([N+:9]([O-:11])=[O:10])=[CH:5][C:3]=1[NH2:4].[N:12]#[C:13][NH2:14].Cl.[N+:16]([O-:19])([OH:18])=[O:17]. The catalyst is C(O)(C)C. The product is [N+:16]([O-:19])([OH:18])=[O:17].[CH3:1][C:2]1[CH:8]=[CH:7][C:6]([N+:9]([O-:11])=[O:10])=[CH:5][C:3]=1[NH:4][C:13]([NH2:14])=[NH:12]. The yield is 0.811. (2) The reactants are [OH:1][CH:2]1[CH2:7][CH2:6][N:5]([C:8]([O:10][C:11]([CH3:14])([CH3:13])[CH3:12])=[O:9])[CH2:4][C:3]1([CH3:16])[CH3:15].Cl[C:18]1[CH:23]=[C:22]([C:24]([F:27])([F:26])[F:25])[C:21]([Cl:28])=[CH:20][N:19]=1.C(=O)([O-])[O-].[Cs+].[Cs+]. The catalyst is C(OCC)(=O)C. The product is [Cl:28][C:21]1[C:22]([C:24]([F:27])([F:25])[F:26])=[CH:23][C:18]([O:1][CH:2]2[CH2:7][CH2:6][N:5]([C:8]([O:10][C:11]([CH3:14])([CH3:13])[CH3:12])=[O:9])[CH2:4][C:3]2([CH3:16])[CH3:15])=[N:19][CH:20]=1. The yield is 0.560. (3) The reactants are [CH3:1][C:2]([O:5][C:6]([N:8]1[CH2:13][CH2:12][N:11]([CH3:14])[CH2:10][CH:9]1[C:15](=[O:20])N(OC)C)=[O:7])([CH3:4])[CH3:3].[O:21]1[C:25]2[CH:26]=[CH:27][CH:28]=[CH:29][C:24]=2[CH:23]=[CH:22]1. No catalyst specified. The product is [C:2]([O:5][C:6]([N:8]1[CH2:13][CH2:12][N:11]([CH3:14])[CH2:10][CH:9]1[C:15]([C:22]1[O:21][C:25]2[CH:26]=[CH:27][CH:28]=[CH:29][C:24]=2[CH:23]=1)=[O:20])=[O:7])([CH3:1])([CH3:3])[CH3:4]. The yield is 0.520. (4) The reactants are [CH2:1]([N:8]1[C:16]2[CH:15]=[CH:14][CH:13]=[C:12]([OH:17])[C:11]=2[CH:10]=[C:9]1[CH3:18])[C:2]1[CH:7]=[CH:6][CH:5]=[CH:4][CH:3]=1.[H-].[Na+].[CH2:21]([O:23][C:24](=[O:30])[CH:25](Br)[CH:26]([CH3:28])[CH3:27])[CH3:22]. The catalyst is CN(C)C=O.C(OCC)(=O)C. The product is [CH2:21]([O:23][C:24](=[O:30])[CH:25]([O:17][C:12]1[CH:13]=[CH:14][CH:15]=[C:16]2[C:11]=1[CH:10]=[C:9]([CH3:18])[N:8]2[CH2:1][C:2]1[CH:3]=[CH:4][CH:5]=[CH:6][CH:7]=1)[CH:26]([CH3:28])[CH3:27])[CH3:22]. The yield is 0.190. (5) The reactants are [CH3:1][S:2]([C:5]1[CH:10]=[CH:9][C:8]([C:11]2[C:12]([O:31][C:32]3[CH:37]=[CH:36][C:35]([O:38][CH2:39][CH2:40][N:41]4[CH2:46][CH2:45][CH2:44][CH2:43][CH2:42]4)=[CH:34][CH:33]=3)=[C:13]3[C:18](=[CH:19][CH:20]=2)[CH:17]=[C:16]([O:21][C:22](=[O:30])[C:23]2[CH:28]=[CH:27][C:26]([F:29])=[CH:25][CH:24]=2)[CH:15]=[CH:14]3)=[CH:7][CH:6]=1)(=[O:4])=[O:3].[ClH:47].CCOCC. The catalyst is ClCCl. The product is [ClH:47].[CH3:1][S:2]([C:5]1[CH:6]=[CH:7][C:8]([C:11]2[C:12]([O:31][C:32]3[CH:37]=[CH:36][C:35]([O:38][CH2:39][CH2:40][N:41]4[CH2:46][CH2:45][CH2:44][CH2:43][CH2:42]4)=[CH:34][CH:33]=3)=[C:13]3[C:18](=[CH:19][CH:20]=2)[CH:17]=[C:16]([O:21][C:22](=[O:30])[C:23]2[CH:24]=[CH:25][C:26]([F:29])=[CH:27][CH:28]=2)[CH:15]=[CH:14]3)=[CH:9][CH:10]=1)(=[O:3])=[O:4]. The yield is 1.00. (6) The reactants are C([O:8][C:9]1[CH:10]=[N:11][C:12]2[C:17]([CH:18]=1)=[CH:16][C:15]([C:19]([F:37])([F:36])[C:20]1[N:24]3[CH:25]=[C:26]([C:30]4[CH:31]=[N:32][N:33]([CH3:35])[CH:34]=4)[CH:27]=[C:28]([F:29])[C:23]3=[N:22][N:21]=1)=[CH:14][CH:13]=2)C1C=CC=CC=1.FC(F)(F)C(O)=O.C(Cl)Cl. The catalyst is CO. The product is [F:37][C:19]([F:36])([C:20]1[N:24]2[CH:25]=[C:26]([C:30]3[CH:31]=[N:32][N:33]([CH3:35])[CH:34]=3)[CH:27]=[C:28]([F:29])[C:23]2=[N:22][N:21]=1)[C:15]1[CH:16]=[C:17]2[C:12](=[CH:13][CH:14]=1)[N:11]=[CH:10][C:9]([OH:8])=[CH:18]2. The yield is 0.440.